From a dataset of Reaction yield outcomes from USPTO patents with 853,638 reactions. Predict the reaction yield, written as a fraction of the theoretical maximum amount of product (1.0 means a 100% yield; for example, 0.34 means a 34% yield). (1) The reactants are C([O:8][C:9]1[C:10](=[O:21])[CH:11]=[C:12]([CH:18]([F:20])[F:19])[N:13]([CH:15]2[CH2:17][CH2:16]2)[CH:14]=1)C1C=CC=CC=1.[H][H]. The catalyst is CO.[Pd]. The product is [CH:15]1([N:13]2[CH:14]=[C:9]([OH:8])[C:10](=[O:21])[CH:11]=[C:12]2[CH:18]([F:20])[F:19])[CH2:16][CH2:17]1. The yield is 0.770. (2) The reactants are [NH:1]1[C:5]2=[N:6][CH:7]=[N:8][C:9]([NH2:10])=[C:4]2[CH:3]=[N:2]1.[I:11]N1C(=O)CCC1=O. The catalyst is CN(C)C=O.O. The product is [I:11][C:3]1[C:4]2[C:5](=[N:6][CH:7]=[N:8][C:9]=2[NH2:10])[NH:1][N:2]=1. The yield is 0.520. (3) The reactants are [NH2:1][CH2:2][C@@H:3]1[C@@H:11]([C@@:12]2([CH3:21])[CH2:17][CH2:16][C@H:15]([OH:18])[CH2:14][C@@H:13]2[CH2:19][OH:20])[CH2:10][CH2:9][C@@:8]2([CH3:22])[C@H:4]1[CH2:5][CH2:6][C:7]2=[CH2:23].C1CN([P+](ON2N=NC3C=CC=CC2=3)(N2CCCC2)N2CCCC2)CC1.F[P-](F)(F)(F)(F)F.[CH:57]1[C:66]2[C:61](=[CH:62][CH:63]=[CH:64][CH:65]=2)[CH:60]=[CH:59][C:58]=1[C:67](O)=[O:68].CCN(C(C)C)C(C)C. The catalyst is CCOC(C)=O.CN(C=O)C. The product is [OH:18][C@H:15]1[CH2:16][CH2:17][C@@:12]([C@H:11]2[CH2:10][CH2:9][C@@:8]3([CH3:22])[C@@H:4]([CH2:5][CH2:6][C:7]3=[CH2:23])[C@@H:3]2[CH2:2][NH:1][C:67]([C:58]2[CH:59]=[CH:60][C:61]3[C:66](=[CH:65][CH:64]=[CH:63][CH:62]=3)[CH:57]=2)=[O:68])([CH3:21])[C@@H:13]([CH2:19][OH:20])[CH2:14]1. The yield is 0.840.